From a dataset of Catalyst prediction with 721,799 reactions and 888 catalyst types from USPTO. Predict which catalyst facilitates the given reaction. (1) Reactant: C([Mg]Cl)(C)C.Br[C:7]1[CH:12]=[C:11]([F:13])[CH:10]=[CH:9][C:8]=1[O:14][CH3:15].[O:16]1[C:18]2([CH2:23][CH2:22][N:21]([C:24]([O:26][C:27]([CH3:30])([CH3:29])[CH3:28])=[O:25])[CH2:20][CH2:19]2)[CH2:17]1. Product: [C:27]([O:26][C:24]([N:21]1[CH2:22][CH2:23][C:18]([CH2:17][C:7]2[CH:12]=[C:11]([F:13])[CH:10]=[CH:9][C:8]=2[O:14][CH3:15])([OH:16])[CH2:19][CH2:20]1)=[O:25])([CH3:30])([CH3:28])[CH3:29]. The catalyst class is: 30. (2) Reactant: [F:1][C:2]1[CH:7]=[CH:6][CH:5]=[CH:4][C:3]=1[CH:8]([O:10][C:11]1[CH:15]=[C:14]([N:16]2[C:20]3[CH:21]=[N:22][C:23]([CH2:25][OH:26])=[CH:24][C:19]=3[N:18]=[CH:17]2)[S:13][C:12]=1[C:27]([NH2:29])=[O:28])[CH3:9].[CH3:30][S:31](Cl)(=[O:33])=[O:32].C(N(CC)CC)C. Product: [CH3:30][S:31]([O:26][CH2:25][C:23]1[N:22]=[CH:21][C:20]2[N:16]([C:14]3[S:13][C:12]([C:27](=[O:28])[NH2:29])=[C:11]([O:10][CH:8]([C:3]4[CH:4]=[CH:5][CH:6]=[CH:7][C:2]=4[F:1])[CH3:9])[CH:15]=3)[CH:17]=[N:18][C:19]=2[CH:24]=1)(=[O:33])=[O:32]. The catalyst class is: 4. (3) Reactant: [C:1]([C:3]1[CH:4]=[C:5]([CH:45]=[C:46]([C:48]([F:51])([F:50])[F:49])[CH:47]=1)[CH2:6][N:7]([CH2:25][C:26]1[CH:31]=[C:30]([O:32][CH3:33])[C:29]([O:34][CH3:35])=[CH:28][C:27]=1B1OC(C)(C)C(C)(C)O1)[C:8]1[N:13]=[CH:12][C:11]([O:14][CH2:15][CH2:16][CH2:17][C:18]([O:20][C:21]([CH3:24])([CH3:23])[CH3:22])=[O:19])=[CH:10][N:9]=1)#[N:2].Br[C:53]1[C:58]([O:59][CH3:60])=[CH:57][CH:56]=[C:55]([C:61]([CH3:63])=[CH2:62])[N:54]=1.C(=O)([O-])[O-].[Cs+].[Cs+].C(OCC)(=O)C. Product: [C:1]([C:3]1[CH:4]=[C:5]([CH:45]=[C:46]([C:48]([F:51])([F:50])[F:49])[CH:47]=1)[CH2:6][N:7]([CH2:25][C:26]1[CH:31]=[C:30]([O:32][CH3:33])[C:29]([O:34][CH3:35])=[CH:28][C:27]=1[C:53]1[C:58]([O:59][CH3:60])=[CH:57][CH:56]=[C:55]([C:61]([CH3:63])=[CH2:62])[N:54]=1)[C:8]1[N:13]=[CH:12][C:11]([O:14][CH2:15][CH2:16][CH2:17][C:18]([O:20][C:21]([CH3:23])([CH3:24])[CH3:22])=[O:19])=[CH:10][N:9]=1)#[N:2]. The catalyst class is: 38. (4) Reactant: [Br:1][C:2]1[CH:9]=[CH:8][C:5]([CH:6]=O)=[C:4]([Cl:10])[CH:3]=1.C([O-])(=O)C.[NH4+].[N+:16]([CH2:19][CH3:20])([O-:18])=[O:17]. Product: [Br:1][C:2]1[CH:9]=[CH:8][C:5](/[CH:6]=[C:19](/[N+:16]([O-:18])=[O:17])\[CH3:20])=[C:4]([Cl:10])[CH:3]=1. The catalyst class is: 15. (5) Reactant: [OH:1][C:2]1[CH:9]=[C:8]([OH:10])[CH:7]=[CH:6][C:3]=1[CH:4]=O.C([O-])=O.[Na+].S([O-])([O-])(=O)=O.O[NH3+:21].O[NH3+]. Product: [OH:1][C:2]1[CH:9]=[C:8]([OH:10])[CH:7]=[CH:6][C:3]=1[C:4]#[N:21]. The catalyst class is: 106. (6) Reactant: [F:1][C:2]1[CH:3]=[C:4]([NH:13][C:14](=[O:60])[C@@H:15]([NH:42][C:43]([C@H:45]2[CH2:50][CH2:49][C@H:48]([CH2:51][NH:52]C(=O)OC(C)(C)C)[CH2:47][CH2:46]2)=[O:44])[CH2:16][C:17]2[CH:22]=[CH:21][C:20]([C:23]3[CH:28]=[CH:27][C:26]([C:29](=[O:40])[NH:30][CH:31]4[CH2:36][CH2:35][N:34]([CH:37]([CH3:39])[CH3:38])[CH2:33][CH2:32]4)=[CH:25][C:24]=3[CH3:41])=[CH:19][CH:18]=2)[CH:5]=[CH:6][C:7]=1[C:8]1[N:9]=[N:10][NH:11][N:12]=1.[ClH:61].C(#N)C. Product: [ClH:61].[NH2:52][CH2:51][C@H:48]1[CH2:47][CH2:46][C@H:45]([C:43]([NH:42][C@H:15]([C:14]([NH:13][C:4]2[CH:5]=[CH:6][C:7]([C:8]3[N:9]=[N:10][NH:11][N:12]=3)=[C:2]([F:1])[CH:3]=2)=[O:60])[CH2:16][C:17]2[CH:18]=[CH:19][C:20]([C:23]3[CH:28]=[CH:27][C:26]([C:29]([NH:30][CH:31]4[CH2:32][CH2:33][N:34]([CH:37]([CH3:39])[CH3:38])[CH2:35][CH2:36]4)=[O:40])=[CH:25][C:24]=3[CH3:41])=[CH:21][CH:22]=2)=[O:44])[CH2:50][CH2:49]1. The catalyst class is: 269. (7) Reactant: [CH3:1][O:2][C:3]([C:5]1[S:6][C:7]([CH:28]2[CH2:37][CH2:36][C:31]3(OCC[O:32]3)[CH2:30][CH2:29]2)=[CH:8][C:9]=1[N:10]([C@H:20]1[CH2:25][CH2:24][C@H:23]([O:26][CH3:27])[CH2:22][CH2:21]1)[C:11]([C@H:13]1[CH2:18][CH2:17][C@H:16]([CH3:19])[CH2:15][CH2:14]1)=[O:12])=[O:4].Cl. Product: [CH3:1][O:2][C:3]([C:5]1[S:6][C:7]([CH:28]2[CH2:29][CH2:30][C:31](=[O:32])[CH2:36][CH2:37]2)=[CH:8][C:9]=1[N:10]([C@H:20]1[CH2:25][CH2:24][C@H:23]([O:26][CH3:27])[CH2:22][CH2:21]1)[C:11]([C@H:13]1[CH2:18][CH2:17][C@H:16]([CH3:19])[CH2:15][CH2:14]1)=[O:12])=[O:4]. The catalyst class is: 1.